This data is from Reaction yield outcomes from USPTO patents with 853,638 reactions. The task is: Predict the reaction yield, written as a fraction of the theoretical maximum amount of product (1.0 means a 100% yield; for example, 0.34 means a 34% yield). The reactants are [Cl:1][C:2]1[CH:7]=[CH:6][C:5]([C:8](=O)[CH2:9][C:10](=O)[C:11]([F:14])([F:13])[F:12])=[CH:4][CH:3]=1.[NH2:17][C:18]1[C:22]([C:23]#[N:24])=[C:21]([CH3:25])[NH:20][N:19]=1. No catalyst specified. The product is [Cl:1][C:2]1[CH:7]=[CH:6][C:5]([C:8]2[CH:9]=[C:10]([C:11]([F:14])([F:13])[F:12])[N:19]3[N:20]=[C:21]([CH3:25])[C:22]([C:23]#[N:24])=[C:18]3[N:17]=2)=[CH:4][CH:3]=1. The yield is 0.660.